Dataset: Forward reaction prediction with 1.9M reactions from USPTO patents (1976-2016). Task: Predict the product of the given reaction. (1) Given the reactants [C:1]1([CH2:7][C:8]([C@@H:10]2[CH2:14][CH2:13][CH2:12][O:11]2)=O)[CH:6]=[CH:5][CH:4]=[CH:3][CH:2]=1.[CH2:15]([O:17][C:18]1[CH:19]=[C:20]([CH:23]=[C:24]([N+:27]([O-:29])=[O:28])[C:25]=1[OH:26])[CH:21]=O)[CH3:16].[NH2:30][C:31]([NH2:33])=[O:32], predict the reaction product. The product is: [CH2:15]([O:17][C:18]1[CH:19]=[C:20]([CH:21]2[C:7]([C:1]3[CH:6]=[CH:5][CH:4]=[CH:3][CH:2]=3)=[C:8]([C@@H:10]3[CH2:14][CH2:13][CH2:12][O:11]3)[NH:33][C:31](=[O:32])[NH:30]2)[CH:23]=[C:24]([N+:27]([O-:29])=[O:28])[C:25]=1[OH:26])[CH3:16]. (2) Given the reactants O.[OH-].[Li+].[CH:4]1([CH2:7][C:8]2[CH:13]=[C:12]([CH3:14])[C:11]([NH:15][C:16]([NH:18][C:19]3[CH:20]=[C:21]([C:40]4[CH:45]=[CH:44][C:43]([F:46])=[C:42]([F:47])[CH:41]=4)[CH:22]=[CH:23][C:24]=3[C:25]([NH:27][C@H:28]([C:36]([O:38]C)=[O:37])[C@@H:29]([CH3:35])[O:30][C:31]([CH3:34])([CH3:33])[CH3:32])=[O:26])=[O:17])=[C:10]([CH3:48])[CH:9]=2)[CH2:6][CH2:5]1.CO.Cl, predict the reaction product. The product is: [CH:4]1([CH2:7][C:8]2[CH:13]=[C:12]([CH3:14])[C:11]([NH:15][C:16]([NH:18][C:19]3[CH:20]=[C:21]([C:40]4[CH:45]=[CH:44][C:43]([F:46])=[C:42]([F:47])[CH:41]=4)[CH:22]=[CH:23][C:24]=3[C:25]([NH:27][C@H:28]([C:36]([OH:38])=[O:37])[C@@H:29]([CH3:35])[O:30][C:31]([CH3:33])([CH3:34])[CH3:32])=[O:26])=[O:17])=[C:10]([CH3:48])[CH:9]=2)[CH2:5][CH2:6]1. (3) The product is: [CH2:1]([O:8][C:9]1[C:10]([C:17]([OH:19])=[O:18])=[N:11][C:12]([CH3:16])=[N:13][C:14]=1[OH:15])[C:2]1[CH:3]=[CH:4][CH:5]=[CH:6][CH:7]=1. Given the reactants [CH2:1]([O:8][C:9]1[C:10]([C:17]([O:19]CC)=[O:18])=[N:11][C:12]([CH3:16])=[N:13][C:14]=1[OH:15])[C:2]1[CH:7]=[CH:6][CH:5]=[CH:4][CH:3]=1.[OH-].[K+], predict the reaction product. (4) The product is: [C:6](#[N:7])[CH3:5].[C:46]([OH:52])([C:48]([F:51])([F:50])[F:49])=[O:47]. Given the reactants ClC1C=C(C(OCC2(C3C=CC(F)=CC=3)CCN(C)CC2)C)[C:5]2N(COCC[Si](C)(C)C)C(=O)[N:7](COCC[Si](C)(C)C)[C:6]=2C=1.[C:46]([OH:52])([C:48]([F:51])([F:50])[F:49])=[O:47], predict the reaction product. (5) The product is: [Br-:25].[CH2:18]([N+:1]1[CH:6]=[CH:5][C:4]([CH:7]2[CH2:8][N:9]([C:11]([O:13][C:14]([CH3:17])([CH3:16])[CH3:15])=[O:12])[CH2:10]2)=[CH:3][CH:2]=1)[C:19]1[CH:24]=[CH:23][CH:22]=[CH:21][CH:20]=1. Given the reactants [N:1]1[CH:6]=[CH:5][C:4]([CH:7]2[CH2:10][N:9]([C:11]([O:13][C:14]([CH3:17])([CH3:16])[CH3:15])=[O:12])[CH2:8]2)=[CH:3][CH:2]=1.[CH2:18]([Br:25])[C:19]1[CH:24]=[CH:23][CH:22]=[CH:21][CH:20]=1, predict the reaction product.